From a dataset of Reaction yield outcomes from USPTO patents with 853,638 reactions. Predict the reaction yield, written as a fraction of the theoretical maximum amount of product (1.0 means a 100% yield; for example, 0.34 means a 34% yield). The reactants are [C:1]([O:5][C:6]([N:8]1[CH2:13][CH2:12][C:11](=[C:14]([Cl:18])[C:15](=[O:17])[CH3:16])[CH2:10][CH2:9]1)=[O:7])([CH3:4])([CH3:3])[CH3:2].[BH4-].[Na+]. The catalyst is C(O)C. The product is [C:1]([O:5][C:6]([N:8]1[CH2:13][CH2:12][C:11](=[C:14]([Cl:18])[CH:15]([OH:17])[CH3:16])[CH2:10][CH2:9]1)=[O:7])([CH3:3])([CH3:2])[CH3:4]. The yield is 0.720.